Dataset: Reaction yield outcomes from USPTO patents with 853,638 reactions. Task: Predict the reaction yield, written as a fraction of the theoretical maximum amount of product (1.0 means a 100% yield; for example, 0.34 means a 34% yield). (1) The reactants are [N+:1]([C:4]1[CH:5]=[C:6]2[C:10](=[CH:11][CH:12]=1)[NH:9][CH:8]=[C:7]2[C:13]1[CH2:18][CH2:17][N:16]([CH2:19][CH2:20][OH:21])[CH2:15][CH:14]=1)([O-])=O.O.NN.N.C(Cl)Cl. The catalyst is CO.[Ni]. The product is [NH2:1][C:4]1[CH:5]=[C:6]2[C:10](=[CH:11][CH:12]=1)[NH:9][CH:8]=[C:7]2[C:13]1[CH2:18][CH2:17][N:16]([CH2:19][CH2:20][OH:21])[CH2:15][CH:14]=1. The yield is 0.870. (2) The reactants are Br[C:2]1[CH:3]=[C:4]([N:8]2[C:12]3=[N:13][CH:14]=[CH:15][CH:16]=[C:11]3[C:10]([C:17]([NH2:19])=[O:18])=[N:9]2)[CH:5]=[CH:6][CH:7]=1.[C:20]([C@:22]1([OH:29])[CH2:26][CH2:25][N:24]([CH3:27])[C:23]1=[O:28])#[CH:21]. No catalyst specified. The product is [OH:29][C@@:22]1([C:20]#[C:21][C:2]2[CH:3]=[C:4]([N:8]3[C:12]4=[N:13][CH:14]=[CH:15][CH:16]=[C:11]4[C:10]([C:17]([NH2:19])=[O:18])=[N:9]3)[CH:5]=[CH:6][CH:7]=2)[CH2:26][CH2:25][N:24]([CH3:27])[C:23]1=[O:28]. The yield is 0.340. (3) The reactants are [CH:1]1([CH2:4][O:5][NH:6][C:7]([C:9]2[C:22]([NH:23][C:24]3[CH:29]=[CH:28][C:27]([Br:30])=[CH:26][C:25]=3[CH3:31])=[C:21]([F:32])[C:12]3[N:13]=[CH:14][N:15]([CH2:16][CH2:17][CH2:18][CH:19]=O)[C:11]=3[CH:10]=2)=[O:8])[CH2:3][CH2:2]1.[CH3:33][N:34]1[CH2:39][CH2:38][NH:37][CH2:36][CH2:35]1.CC(O)=O.C(O[BH-](OC(=O)C)OC(=O)C)(=O)C.C[N+](C)(C)C. The catalyst is CC#N.C(OCC)(=O)C. The product is [CH:1]1([CH2:4][O:5][NH:6][C:7]([C:9]2[C:22]([NH:23][C:24]3[CH:29]=[CH:28][C:27]([Br:30])=[CH:26][C:25]=3[CH3:31])=[C:21]([F:32])[C:12]3[N:13]=[CH:14][N:15]([CH2:16][CH2:17][CH2:18][CH2:19][N:37]4[CH2:38][CH2:39][N:34]([CH3:33])[CH2:35][CH2:36]4)[C:11]=3[CH:10]=2)=[O:8])[CH2:2][CH2:3]1. The yield is 0.690.